Dataset: Reaction yield outcomes from USPTO patents with 853,638 reactions. Task: Predict the reaction yield, written as a fraction of the theoretical maximum amount of product (1.0 means a 100% yield; for example, 0.34 means a 34% yield). (1) The reactants are [Br:1][C:2]1[C:3]([O:13][CH2:14][CH2:15][CH2:16][CH:17]=O)=[N:4][C:5]2[NH:6][C:7](=[O:12])[CH2:8][CH2:9][C:10]=2[CH:11]=1.Cl.[Cl:20][C:21]1[C:26]([Cl:27])=[CH:25][CH:24]=[CH:23][C:22]=1[N:28]1[CH2:33][CH2:32][NH:31][CH2:30][CH2:29]1.CCN(CC)CC.[BH-](OC(C)=O)(OC(C)=O)OC(C)=O.[Na+]. The catalyst is ClCCCl. The product is [Br:1][C:2]1[CH:11]=[C:10]2[C:5](=[N:4][C:3]=1[O:13][CH2:14][CH2:15][CH2:16][CH2:17][N:31]1[CH2:30][CH2:29][N:28]([C:22]3[CH:23]=[CH:24][CH:25]=[C:26]([Cl:27])[C:21]=3[Cl:20])[CH2:33][CH2:32]1)[NH:6][C:7](=[O:12])[CH2:8][CH2:9]2. The yield is 0.690. (2) The reactants are [CH:1]([C:3]1[C:4]([OH:13])=[C:5]([CH:10]=[CH:11][CH:12]=1)[C:6]([O:8][CH3:9])=[O:7])=[O:2].C([O-])([O-])=O.[K+].[K+].[CH2:20](Br)[C:21]1[CH:26]=[CH:25][CH:24]=[CH:23][CH:22]=1. The catalyst is CN(C=O)C.CCOC(C)=O.O. The product is [CH2:20]([O:13][C:4]1[C:3]([CH:1]=[O:2])=[CH:12][CH:11]=[CH:10][C:5]=1[C:6]([O:8][CH3:9])=[O:7])[C:21]1[CH:26]=[CH:25][CH:24]=[CH:23][CH:22]=1. The yield is 0.620. (3) The reactants are [Br:1][C:2]1[CH:3]=[C:4]([CH2:8][C:9]([OH:11])=[O:10])[CH:5]=[N:6][CH:7]=1.S(Cl)(Cl)=O.N1C=CC=C[CH:17]=1. The catalyst is CO. The product is [Br:1][C:2]1[CH:3]=[C:4]([CH2:8][C:9]([O:11][CH3:17])=[O:10])[CH:5]=[N:6][CH:7]=1. The yield is 0.890. (4) The reactants are F.F.F.C(N(CC)CC)C.C(N(CC)CC)C.[Si]([O:35][CH2:36][C@H:37]1[O:41][C@@H:40]([N:42]2[CH:49]=[C:48]([CH3:50])[C:46](=[O:47])[NH:45][C:43]2=[O:44])[C@H:39]([O:51][CH2:52][CH2:53][O:54][N:55]([CH3:57])[CH3:56])[C@@H:38]1[OH:58])(C(C)(C)C)(C1C=CC=CC=1)C1C=CC=CC=1.CO. The catalyst is C1COCC1.C(Cl)Cl. The product is [CH3:56][N:55]([CH3:57])[O:54][CH2:53][CH2:52][O:51][C@@H:39]1[C@H:38]([OH:58])[C@@H:37]([CH2:36][OH:35])[O:41][C@H:40]1[N:42]1[CH:49]=[C:48]([CH3:50])[C:46](=[O:47])[NH:45][C:43]1=[O:44]. The yield is 0.925. (5) The reactants are O[C:2]([CH3:32])([CH3:31])[CH:3]=[CH:4][C:5]([N:7]1[CH2:12][CH2:11][N:10]([C:13]2[C:22]3[C:17](=[CH:18][C:19]([CH3:23])=[CH:20][CH:21]=3)[N:16]=[C:15]([C:24]3[CH:29]=[CH:28][CH:27]=[CH:26][C:25]=3[OH:30])[N:14]=2)[CH2:9][CH2:8]1)=[O:6].C(N(S(F)(F)[F:39])CC)C. The catalyst is C(Cl)Cl.O. The product is [F:39][C:2]([CH3:32])([CH3:31])[CH:3]=[CH:4][C:5]([N:7]1[CH2:12][CH2:11][N:10]([C:13]2[C:22]3[C:17](=[CH:18][C:19]([CH3:23])=[CH:20][CH:21]=3)[N:16]=[C:15]([C:24]3[CH:29]=[CH:28][CH:27]=[CH:26][C:25]=3[OH:30])[N:14]=2)[CH2:9][CH2:8]1)=[O:6]. The yield is 0.400.